From a dataset of Forward reaction prediction with 1.9M reactions from USPTO patents (1976-2016). Predict the product of the given reaction. Given the reactants [OH:1][C:2]1[C:3]([C:16]2[CH:17]=[C:18]([CH:24]=[CH:25][C:26]([O:28]CC)=[O:27])[CH:19]=[CH:20][C:21]=2[O:22][CH3:23])=[CH:4][C:5]2[C:6]([CH3:15])([CH3:14])[CH2:7][CH2:8][C:9]([CH3:13])([CH3:12])[C:10]=2[CH:11]=1.Br[CH:32]([OH:35])[CH2:33][CH3:34], predict the reaction product. The product is: [OH:35][CH2:32][CH2:33][CH2:34][O:1][C:2]1[C:3]([C:16]2[CH:17]=[C:18]([CH:24]=[CH:25][C:26]([OH:28])=[O:27])[CH:19]=[CH:20][C:21]=2[O:22][CH3:23])=[CH:4][C:5]2[C:6]([CH3:14])([CH3:15])[CH2:7][CH2:8][C:9]([CH3:12])([CH3:13])[C:10]=2[CH:11]=1.